Dataset: Full USPTO retrosynthesis dataset with 1.9M reactions from patents (1976-2016). Task: Predict the reactants needed to synthesize the given product. (1) The reactants are: [CH2:1]([N:8]1[CH2:13][CH2:12][N:11]([CH2:14][CH2:15][NH:16][C:17]2[CH:26]=[CH:25][C:24]3[C:19](=[CH:20][CH:21]=[N:22][C:23]=3[CH3:27])[N:18]=2)[CH2:10][CH2:9]1)C1C=CC=CC=1.[C:28]1([CH2:34]C=O)[CH:33]=[CH:32][CH:31]=[CH:30][CH:29]=1. Given the product [CH3:27][C:23]1[N:22]=[CH:21][CH:20]=[C:19]2[C:24]=1[CH:25]=[CH:26][C:17]([NH:16][CH2:15][CH2:14][N:11]1[CH2:12][CH2:13][N:8]([CH2:1][CH2:34][C:28]3[CH:33]=[CH:32][CH:31]=[CH:30][CH:29]=3)[CH2:9][CH2:10]1)=[N:18]2, predict the reactants needed to synthesize it. (2) The reactants are: [CH2:1]([OH:7])[CH2:2]/[CH:3]=[CH:4]\[CH2:5][CH3:6].C(N(CC)CC)C.[CH3:15][S:16](Cl)(=[O:18])=[O:17]. Given the product [CH3:15][S:16]([O:7][CH2:1][CH2:2]/[CH:3]=[CH:4]\[CH2:5][CH3:6])(=[O:18])=[O:17], predict the reactants needed to synthesize it. (3) Given the product [CH3:14][Sb:15]([CH3:16])[C:2]([CH3:4])([CH3:3])[C:1]([O:6][CH2:7][CH3:8])=[O:5], predict the reactants needed to synthesize it. The reactants are: [C:1]([O:6][CH2:7][CH3:8])(=[O:5])[CH:2]([CH3:4])[CH3:3].C([NH-])(C)C.[Li+].[CH3:14][Sb:15](Br)[CH3:16]. (4) Given the product [Br:12][C:13]1[CH:20]=[CH:19][C:16]([C:17]([NH2:18])=[S:1])=[C:15]([CH3:21])[CH:14]=1, predict the reactants needed to synthesize it. The reactants are: [SH-:1].[Na+].O.O.O.O.O.O.[Cl-].[Mg+2].[Cl-].[Br:12][C:13]1[CH:20]=[CH:19][C:16]([C:17]#[N:18])=[C:15]([CH3:21])[CH:14]=1.